From a dataset of Full USPTO retrosynthesis dataset with 1.9M reactions from patents (1976-2016). Predict the reactants needed to synthesize the given product. (1) Given the product [C:1]([O:5][C:6]([N:8]([CH2:44][CH2:45][O:46][CH3:47])[C:9]1[N:14]=[C:13]([CH2:15][CH2:16][O:17][C:18]2[CH:40]=[CH:39][C:21]([CH2:22][C@@H:23]([C:35]([O:37][CH3:38])=[O:36])[NH:24][C:25]([C:27]3[C:28]([Cl:34])=[CH:29][CH:30]=[CH:31][C:32]=3[Cl:33])=[O:26])=[CH:20][CH:19]=2)[CH:12]=[CH:11][CH:10]=1)=[O:7])([CH3:4])([CH3:2])[CH3:3], predict the reactants needed to synthesize it. The reactants are: [C:1]([O:5][C:6]([NH:8][C:9]1[N:14]=[C:13]([CH2:15][CH2:16][O:17][C:18]2[CH:40]=[CH:39][C:21]([CH2:22][C@@H:23]([C:35]([O:37][CH3:38])=[O:36])[NH:24][C:25]([C:27]3[C:32]([Cl:33])=[CH:31][CH:30]=[CH:29][C:28]=3[Cl:34])=[O:26])=[CH:20][CH:19]=2)[CH:12]=[CH:11][CH:10]=1)=[O:7])([CH3:4])([CH3:3])[CH3:2].[H-].[Na+].Br[CH2:44][CH2:45][O:46][CH3:47]. (2) The reactants are: Br[CH2:2][CH2:3][CH:4]([C:9]1[S:10][C:11]2[CH:18]=[C:17]([O:19][CH3:20])[CH:16]=[CH:15][C:12]=2[C:13]=1[CH3:14])[CH2:5][CH2:6][CH2:7][CH3:8].[OH:21][C:22]1[CH:27]=[CH:26][C:25]([O:28][CH2:29][C:30]([O:32][CH2:33][CH3:34])=[O:31])=[C:24]([CH3:35])[CH:23]=1.C(=O)([O-])[O-].[Cs+].[Cs+]. Given the product [CH3:35][C:24]1[CH:23]=[C:22]([O:21][CH2:2][CH2:3][CH:4]([C:9]2[S:10][C:11]3[CH:18]=[C:17]([O:19][CH3:20])[CH:16]=[CH:15][C:12]=3[C:13]=2[CH3:14])[CH2:5][CH2:6][CH2:7][CH3:8])[CH:27]=[CH:26][C:25]=1[O:28][CH2:29][C:30]([O:32][CH2:33][CH3:34])=[O:31], predict the reactants needed to synthesize it. (3) Given the product [C:33]([C:32]1[CH:35]=[CH:36][C:37]([CH2:39][CH2:40][N:19]2[CH2:18][CH2:17][N:15]3[CH2:16][C@@H:11]([C:10]4[C:2]([CH3:1])=[C:3]5[C:7](=[CH:8][CH:9]=4)[C:6](=[O:28])[O:5][CH2:4]5)[N:12]([C:21]([O:23][C:24]([CH3:25])([CH3:27])[CH3:26])=[O:22])[CH2:13][C@@H:14]3[CH2:20]2)=[CH:38][C:31]=1[O:30][CH3:29])#[N:34], predict the reactants needed to synthesize it. The reactants are: [CH3:1][C:2]1[C:10]([C@@H:11]2[CH2:16][N:15]3[CH2:17][CH2:18][NH:19][CH2:20][C@H:14]3[CH2:13][N:12]2[C:21]([O:23][C:24]([CH3:27])([CH3:26])[CH3:25])=[O:22])=[CH:9][CH:8]=[C:7]2[C:3]=1[CH2:4][O:5][C:6]2=[O:28].[CH3:29][O:30][C:31]1[CH:38]=[C:37]([CH2:39][CH:40]=O)[CH:36]=[CH:35][C:32]=1[C:33]#[N:34].C(O[BH-](OC(=O)C)OC(=O)C)(=O)C.[Na+].C(O)(=O)C. (4) The reactants are: [NH2:1][C:2]1[N:10]=[C:9]([S:11][CH2:12][CH2:13][CH2:14][CH3:15])[N:8]=[C:7]2[C:3]=1[N:4]=[CH:5][N:6]2[C@@H:16]1[CH2:20][C@H:19]([OH:21])[CH:18]=[CH:17]1.C[N+]1([O-])CC[O:26]CC1.O1CCCC1.[OH2:35]. Given the product [NH2:1][C:2]1[N:10]=[C:9]([S:11][CH2:12][CH2:13][CH2:14][CH3:15])[N:8]=[C:7]2[C:3]=1[N:4]=[CH:5][N:6]2[C@@H:16]1[CH2:17][C@H:18]([OH:35])[C@@H:19]([OH:21])[C@H:20]1[OH:26], predict the reactants needed to synthesize it. (5) Given the product [CH2:33]([N:35]([CH2:30][C:28]1[C:27]([CH3:32])=[N:26][N:25]([C:23]2[CH:22]=[CH:21][N:20]=[C:19]([NH:18][C:4]3[C:3]([O:2][CH3:1])=[CH:8][C:7]([N:9]4[CH2:10][CH2:11][O:12][CH2:13][CH2:14]4)=[C:6]([NH:15][C:3](=[O:2])[CH:4]=[CH2:5])[CH:5]=3)[N:24]=2)[CH:29]=1)[CH3:36])[CH3:34], predict the reactants needed to synthesize it. The reactants are: [CH3:1][O:2][C:3]1[CH:8]=[C:7]([N:9]2[CH2:14][CH2:13][O:12][CH2:11][CH2:10]2)[C:6]([N+:15]([O-])=O)=[CH:5][C:4]=1[NH:18][C:19]1[N:24]=[C:23]([N:25]2[CH:29]=[C:28]([CH:30]=O)[C:27]([CH3:32])=[N:26]2)[CH:22]=[CH:21][N:20]=1.[CH2:33]([NH:35][CH3:36])[CH3:34]. (6) Given the product [Cl:1][C:2]1[CH:8]=[C:7]([NH2:18])[C:5]([NH2:6])=[CH:4][C:3]=1[C:9]([F:10])([F:11])[F:12], predict the reactants needed to synthesize it. The reactants are: [Cl:1][C:2]1[CH:8]=[CH:7][C:5]([NH2:6])=[CH:4][C:3]=1[C:9]([F:12])([F:11])[F:10].FC1C=CC([NH2:18])=CC=1C. (7) Given the product [I-:12].[CH3:11][N+:1]1[C:10]2[C:5](=[CH:6][CH:7]=[CH:8][CH:9]=2)[CH:4]=[CH:3][CH:2]=1, predict the reactants needed to synthesize it. The reactants are: [N:1]1[C:10]2[C:5](=[CH:6][CH:7]=[CH:8][CH:9]=2)[CH:4]=[CH:3][CH:2]=1.[CH3:11][I:12].